Dataset: Full USPTO retrosynthesis dataset with 1.9M reactions from patents (1976-2016). Task: Predict the reactants needed to synthesize the given product. (1) Given the product [CH3:1][O:2][C:3]1[CH:4]=[C:5]2[C:9](=[CH:10][C:11]=1[O:12][CH3:13])[N:8]([CH3:14])[CH:7]=[C:6]2[C:15]1[NH:36][C:18]2=[N:19][CH:20]=[CH:21][C:22]([CH2:23][N:24]3[CH2:25][CH2:26][CH:27]([N:30]4[CH2:31][CH2:32][CH2:33][CH2:34][CH2:35]4)[CH2:28][CH2:29]3)=[C:17]2[CH:16]=1, predict the reactants needed to synthesize it. The reactants are: [CH3:1][O:2][C:3]1[CH:4]=[C:5]2[C:9](=[CH:10][C:11]=1[O:12][CH3:13])[N:8]([CH3:14])[CH:7]=[C:6]2[C:15]1[N:36](S(C2C=CC(C)=CC=2)(=O)=O)[C:18]2=[N:19][CH:20]=[CH:21][C:22]([CH2:23][N:24]3[CH2:29][CH2:28][CH:27]([N:30]4[CH2:35][CH2:34][CH2:33][CH2:32][CH2:31]4)[CH2:26][CH2:25]3)=[C:17]2[CH:16]=1.[OH-].[K+]. (2) Given the product [CH3:16][C:17]([O:24][CH2:23][C:6]1([CH3:22])[CH:5]([O:25][C:19]([CH3:15])=[O:20])[CH2:4][CH2:3][C:2]2([CH3:1])[CH:7]1[CH2:8][CH2:9][C:10]([CH:12]2[CH2:13]/[CH:14]=[C:15]1\[CH:16]([O:21][C:23]([CH3:6])=[O:24])[CH2:17][O:18][C:19]\1=[O:20])=[CH2:11])=[O:18], predict the reactants needed to synthesize it. The reactants are: [CH3:1][C@:2]12[C@H:12]([CH2:13]/[CH:14]=[C:15]3\[C@H:16]([OH:21])[CH2:17][O:18][C:19]\3=[O:20])[C:10](=[CH2:11])[CH2:9][CH2:8][C@@H:7]1[C@@:6]([CH2:23][OH:24])([CH3:22])[C@H:5]([OH:25])[CH2:4][CH2:3]2. (3) Given the product [CH3:17][C:5]([S:7]([CH2:10][CH:11]1[CH2:12][CH2:13][O:14][CH2:15][CH2:16]1)(=[O:9])=[O:8])([CH3:6])[C:4]([OH:18])=[O:3], predict the reactants needed to synthesize it. The reactants are: C([O:3][C:4](=[O:18])[C:5]([CH3:17])([S:7]([CH2:10][CH:11]1[CH2:16][CH2:15][O:14][CH2:13][CH2:12]1)(=[O:9])=[O:8])[CH3:6])C.O.[OH-].[Li+]. (4) Given the product [Cl:1][C:2]1[CH:3]=[C:4]([CH:23]=[CH:24][CH:25]=1)[CH2:5][CH:6]1[C:15]2[CH:14]=[C:13]([OH:16])[CH:12]=[CH:11][C:10]=2[CH2:9][CH2:8][CH:7]1[N:18]1[CH2:22][CH2:21][CH2:20][CH2:19]1, predict the reactants needed to synthesize it. The reactants are: [Cl:1][C:2]1[CH:3]=[C:4]([CH:23]=[CH:24][CH:25]=1)[CH2:5][CH:6]1[C:15]2[C:10](=[CH:11][CH:12]=[C:13]([O:16]C)[CH:14]=2)[CH2:9][CH2:8][CH:7]1[N:18]1[CH2:22][CH2:21][CH2:20][CH2:19]1.[OH-].[Na+]. (5) Given the product [Cl:1][C:2]1[CH:16]=[CH:15][C:14]([Cl:17])=[CH:13][C:3]=1[C:4]([C:6]1[CH:11]=[CH:10][C:9]([N:18]2[CH:22]=[CH:21][N:20]=[CH:19]2)=[CH:8][CH:7]=1)=[O:5], predict the reactants needed to synthesize it. The reactants are: [Cl:1][C:2]1[CH:16]=[CH:15][C:14]([Cl:17])=[CH:13][C:3]=1[C:4]([C:6]1[CH:11]=[CH:10][C:9](F)=[CH:8][CH:7]=1)=[O:5].[NH:18]1[CH:22]=[CH:21][N:20]=[CH:19]1.C(=O)([O-])[O-].[K+].[K+].CN(C)C(=O)C. (6) Given the product [CH2:14]([C@:2]12[CH2:7][CH2:6][C:5]3[C:30]4[CH:29]=[CH:28][C:25]([O:24][CH3:23])=[CH:27][C:31]=4[CH2:32][CH2:33][C:4]=3[C@@H:3]1[CH2:12][CH2:10][C:1]2=[O:8])[CH3:15], predict the reactants needed to synthesize it. The reactants are: [CH:1](=[O:8])[C:2]1[CH:7]=[CH:6][CH:5]=[CH:4][CH:3]=1.C[CH:10]([CH3:12])[O-].[Al+3].[CH3:14][CH:15](C)[O-].CC(C)[O-].C[CH2:23][O:24][C:25]([CH3:27])=O.[CH3:28][CH2:29][CH2:30][CH2:31][CH2:32][CH3:33]. (7) Given the product [CH:5]#[C:6][CH2:7][C:8]#[C:9][CH2:10][CH2:11][CH2:12][CH2:13][CH2:14][CH2:15][CH3:16], predict the reactants needed to synthesize it. The reactants are: CC[Mg+].[Br-].[CH:5]#[C:6][CH2:7][CH2:8][CH2:9][CH2:10][CH2:11][CH2:12][CH3:13].[CH2:14](Br)[C:15]#[CH:16].